This data is from Catalyst prediction with 721,799 reactions and 888 catalyst types from USPTO. The task is: Predict which catalyst facilitates the given reaction. (1) Reactant: [Cl:1][C:2]1[CH:3]=[C:4]([NH:9][C:10]([C:13]2[N:14]=[N:15][S:16][C:17]=2[CH2:18][O:19][Si:20]([CH:27]([CH3:29])[CH3:28])([CH:24]([CH3:26])[CH3:25])[CH:21]([CH3:23])[CH3:22])=[N:11][OH:12])[CH:5]=[CH:6][C:7]=1[F:8].C1N=CN([C:35](N2C=NC=C2)=[O:36])C=1. Product: [Cl:1][C:2]1[CH:3]=[C:4]([N:9]2[C:35](=[O:36])[O:12][N:11]=[C:10]2[C:13]2[N:14]=[N:15][S:16][C:17]=2[CH2:18][O:19][Si:20]([CH:24]([CH3:26])[CH3:25])([CH:27]([CH3:29])[CH3:28])[CH:21]([CH3:22])[CH3:23])[CH:5]=[CH:6][C:7]=1[F:8]. The catalyst class is: 1. (2) Reactant: [N:1]1[CH:6]=[CH:5][CH:4]=[C:3]([C:7](=[O:9])[CH3:8])[CH:2]=1.[H-].[Na+].[C:12](OC)(=[O:14])[CH3:13]. Product: [N:1]1[CH:6]=[CH:5][CH:4]=[C:3]([C:7](=[O:9])[CH2:8][C:12](=[O:14])[CH3:13])[CH:2]=1. The catalyst class is: 3. (3) Reactant: [F:1][C:2]1[CH:28]=[CH:27][C:5]([C:6]([N:8]2[CH2:13][CH2:12][CH2:11][C@H:10]([C:14]([NH:16][NH:17][C:18](=O)[C:19]3[CH:24]=[CH:23][C:22]([F:25])=[CH:21][CH:20]=3)=[O:15])[CH2:9]2)=[O:7])=[CH:4][CH:3]=1.C1(C)C=CC(S(Cl)(=O)=O)=CC=1.C(N=P1(N(CC)CC)N(C)CCCN1C)(C)(C)C. Product: [F:1][C:2]1[CH:28]=[CH:27][C:5]([C:6]([N:8]2[CH2:13][CH2:12][CH2:11][CH:10]([C:14]3[O:15][C:18]([C:19]4[CH:20]=[CH:21][C:22]([F:25])=[CH:23][CH:24]=4)=[N:17][N:16]=3)[CH2:9]2)=[O:7])=[CH:4][CH:3]=1. The catalyst class is: 7. (4) Reactant: [C:1]([O:5][C:6](=[O:21])[C:7]([C:19]#[N:20])=[CH:8][C:9]1[C:18]2[C:13](=[CH:14][CH:15]=[CH:16][CH:17]=2)[CH:12]=[CH:11][CH:10]=1)([CH3:4])([CH3:3])[CH3:2].Cl. Product: [C:19]([CH:7]([CH:8]([C:18]1[C:13]([CH3:14])=[CH:12][CH:11]=[CH:10][C:9]=1[CH3:8])[C:9]1[C:18]2[C:13](=[CH:14][CH:15]=[CH:16][CH:17]=2)[CH:12]=[CH:11][CH:10]=1)[C:6]([O:5][C:1]([CH3:4])([CH3:2])[CH3:3])=[O:21])#[N:20]. The catalyst class is: 56. (5) The catalyst class is: 125. Reactant: [N:1]1[CH:6]=[CH:5][CH:4]=[CH:3][C:2]=1[O:7][CH2:8][C:9]1[CH:27]=[CH:26][C:12]([CH2:13][C:14]2[CH:18]=[C:17]([C:19]3[C:20]([NH2:25])=[N:21][CH:22]=[CH:23][CH:24]=3)[O:16][N:15]=2)=[CH:11][CH:10]=1.[C:28]([OH:35])(=[O:34])/[CH:29]=[CH:30]/[C:31]([OH:33])=[O:32]. Product: [C:28]([OH:35])(=[O:34])/[CH:29]=[CH:30]/[C:31]([OH:33])=[O:32].[N:1]1[CH:6]=[CH:5][CH:4]=[CH:3][C:2]=1[O:7][CH2:8][C:9]1[CH:27]=[CH:26][C:12]([CH2:13][C:14]2[CH:18]=[C:17]([C:19]3[C:20]([NH2:25])=[N:21][CH:22]=[CH:23][CH:24]=3)[O:16][N:15]=2)=[CH:11][CH:10]=1.[N:1]1[CH:6]=[CH:5][CH:4]=[CH:3][C:2]=1[O:7][CH2:8][C:9]1[CH:27]=[CH:26][C:12]([CH2:13][C:14]2[CH:18]=[C:17]([C:19]3[C:20]([NH2:25])=[N:21][CH:22]=[CH:23][CH:24]=3)[O:16][N:15]=2)=[CH:11][CH:10]=1. (6) Product: [CH2:1]([N:8]1[C:12]([C:13]2[C:14]([CH3:22])=[CH:15][CH:16]=[CH:17][C:18]=2[NH2:19])=[N:11][N:10]=[N:9]1)[C:2]1[CH:3]=[CH:4][CH:5]=[CH:6][CH:7]=1. Reactant: [CH2:1]([N:8]1[C:12]([C:13]2[C:18]([N+:19]([O-])=O)=[CH:17][CH:16]=[CH:15][C:14]=2[CH3:22])=[N:11][N:10]=[N:9]1)[C:2]1[CH:7]=[CH:6][CH:5]=[CH:4][CH:3]=1.[H][H]. The catalyst class is: 78.